Dataset: Full USPTO retrosynthesis dataset with 1.9M reactions from patents (1976-2016). Task: Predict the reactants needed to synthesize the given product. (1) The reactants are: [NH2:1][C:2]1[NH:6][N:5]=[C:4]([NH:7][C:8]2[CH:13]=[CH:12][C:11]([N+:14]([O-:16])=[O:15])=[CH:10][CH:9]=2)[C:3]=1[C:17]#[N:18].C(=O)([O-])[O-:20].[K+].[K+].OO. Given the product [NH2:1][C:2]1[NH:6][N:5]=[C:4]([NH:7][C:8]2[CH:9]=[CH:10][C:11]([N+:14]([O-:16])=[O:15])=[CH:12][CH:13]=2)[C:3]=1[C:17]([NH2:18])=[O:20], predict the reactants needed to synthesize it. (2) Given the product [N:26]1[CH:18]=[C:19]2[C:23]([N:22]=[CH:21][NH:20]2)=[N:24][CH:25]=1, predict the reactants needed to synthesize it. The reactants are: C1(C2N=CN([C:18]3[N:26]=[CH:25][N:24]=[C:23]4[C:19]=3[NH:20][CH:21]=[N:22]4)C=2C2C=CC=CC=2)C=CC=CC=1.ClC1N=C2C(N=CN2[C@@H]2O[C@H](COC(C3C=CC(C)=CC=3)=O)[C@@H](OC(C3C=CC(C)=CC=3)=O)C2)=C(N2C=CN=C2C(C)C)N=1. (3) The reactants are: [Cl:1][C:2]1[CH:7]=[CH:6][C:5]([C:8]2[CH:13]=[CH:12][C:11]([C:14]([OH:16])=O)=[CH:10][CH:9]=2)=[CH:4][CH:3]=1.[N:17]1([CH2:23][C:24]2[CH:29]=[CH:28][C:27]([CH2:30][CH2:31][NH2:32])=[CH:26][CH:25]=2)[CH2:22][CH2:21][CH2:20][CH2:19][CH2:18]1. Given the product [N:17]1([CH2:23][C:24]2[CH:25]=[CH:26][C:27]([CH2:30][CH2:31][NH:32][C:14]([C:11]3[CH:10]=[CH:9][C:8]([C:5]4[CH:4]=[CH:3][C:2]([Cl:1])=[CH:7][CH:6]=4)=[CH:13][CH:12]=3)=[O:16])=[CH:28][CH:29]=2)[CH2:22][CH2:21][CH2:20][CH2:19][CH2:18]1, predict the reactants needed to synthesize it. (4) Given the product [N+:18]([C:16]1[CH:17]=[C:12]([C:11]2[O:22][C:2]3[C:7]([Cl:8])=[CH:6][C:5]([Cl:9])=[CH:4][C:3]=3[N:10]=2)[C:13]([F:21])=[CH:14][CH:15]=1)([O-:20])=[O:19], predict the reactants needed to synthesize it. The reactants are: O[C:2]1[C:7]([Cl:8])=[CH:6][C:5]([Cl:9])=[CH:4][C:3]=1[NH:10][C:11](=[O:22])[C:12]1[CH:17]=[C:16]([N+:18]([O-:20])=[O:19])[CH:15]=[CH:14][C:13]=1[F:21].O.C1(C)C=CC(S(O)(=O)=O)=CC=1. (5) Given the product [CH3:1][O:2][C:3](=[O:19])[CH:4]([O:16][CH2:17][CH3:18])[CH2:5][C:6]1[C:14]2[CH:13]=[CH:12][S:11][C:10]=2[C:9]([O:15][CH2:21][C:22]2[N:23]=[C:24]([C:28]3[CH:33]=[CH:32][C:31]([O:34][CH:35]([CH3:37])[CH3:36])=[CH:30][CH:29]=3)[O:25][C:26]=2[CH3:27])=[CH:8][CH:7]=1, predict the reactants needed to synthesize it. The reactants are: [CH3:1][O:2][C:3](=[O:19])[CH:4]([O:16][CH2:17][CH3:18])[CH2:5][C:6]1[C:14]2[CH:13]=[CH:12][S:11][C:10]=2[C:9]([OH:15])=[CH:8][CH:7]=1.Cl[CH2:21][C:22]1[N:23]=[C:24]([C:28]2[CH:33]=[CH:32][C:31]([O:34][CH:35]([CH3:37])[CH3:36])=[CH:30][CH:29]=2)[O:25][C:26]=1[CH3:27].C(OC1C=CC(C=O)=CC=1)(C)C.O=P(Cl)(Cl)Cl.[H-].[Na+]. (6) Given the product [CH2:10]([O:9][P:1]([CH2:30][C:29]1[C:28]2[C:23](=[CH:24][CH:25]=[C:26]([O:32][CH3:33])[N:27]=2)[N:22]=[CH:21][C:20]=1[O:19][CH2:12][C:13]1[CH:18]=[CH:17][CH:16]=[CH:15][CH:14]=1)(=[O:3])[O:6][CH2:7][CH3:8])[CH3:11], predict the reactants needed to synthesize it. The reactants are: [P:1]([O:9][CH2:10][CH3:11])([O:6][CH2:7][CH3:8])([O:3]CC)=O.[CH2:12]([O:19][C:20]1[C:29]([CH2:30]Br)=[C:28]2[C:23]([CH:24]=[CH:25][C:26]([O:32][CH3:33])=[N:27]2)=[N:22][CH:21]=1)[C:13]1[CH:18]=[CH:17][CH:16]=[CH:15][CH:14]=1.C(OCC)(=O)C. (7) Given the product [CH3:9][O:8][C:6]1[CH:5]=[CH:4][C:3]([NH:10][C:11](=[O:13])[CH3:12])=[C:2]([O:1][CH2:26][CH:27]2[CH2:29][O:28]2)[CH:7]=1, predict the reactants needed to synthesize it. The reactants are: [OH:1][C:2]1[CH:7]=[C:6]([O:8][CH3:9])[CH:5]=[CH:4][C:3]=1[NH:10][C:11](=[O:13])[CH3:12].CC1C=CC(NC(=O)C)=C(O[CH2:26][CH:27]2[CH2:29][O:28]2)C=1.C(=O)([O-])[O-].[Cs+].[Cs+]. (8) Given the product [C:21]1([NH:20][C:18]([C@H:10]2[N:9]([C:7](=[O:8])[C@@H:6]([NH:5][C:3](=[O:4])[C@@H:2]([NH:1][CH2:33][CH2:32][OH:31])[CH3:30])[CH:27]([CH3:29])[CH3:28])[C:13]3=[N:14][CH:15]=[CH:16][CH:17]=[C:12]3[CH2:11]2)=[O:19])[CH:22]=[CH:23][CH:24]=[CH:25][CH:26]=1, predict the reactants needed to synthesize it. The reactants are: [NH2:1][C@@H:2]([CH3:30])[C:3]([NH:5][C@@H:6]([CH:27]([CH3:29])[CH3:28])[C:7]([N:9]1[C:13]2=[N:14][CH:15]=[CH:16][CH:17]=[C:12]2[CH2:11][C@H:10]1[C:18]([NH:20][C:21]1[CH:26]=[CH:25][CH:24]=[CH:23][CH:22]=1)=[O:19])=[O:8])=[O:4].[O:31]1CC(O)O[CH2:33][CH:32]1O.C(O)(=O)C.C([BH3-])#N.[Na+]. (9) Given the product [CH3:47][C:48]1[S:52][C:51]([CH2:53][CH2:54][NH:55][C:9](=[O:11])[CH2:8][CH2:7][C:6]2[CH:5]=[CH:4][C:3]([C:2]([F:1])([F:15])[F:14])=[CH:13][CH:12]=2)=[CH:50][CH:49]=1, predict the reactants needed to synthesize it. The reactants are: [F:1][C:2]([F:15])([F:14])[C:3]1[CH:13]=[CH:12][C:6]([CH2:7][CH2:8][C:9]([OH:11])=O)=[CH:5][CH:4]=1.CN(C(ON1N=NC2C=CC=CC1=2)=[N+](C)C)C.[B-](F)(F)(F)F.C(N(C(C)C)C(C)C)C.[CH3:47][C:48]1[S:52][C:51]([CH2:53][CH2:54][NH2:55])=[CH:50][CH:49]=1.